From a dataset of Forward reaction prediction with 1.9M reactions from USPTO patents (1976-2016). Predict the product of the given reaction. (1) Given the reactants [CH2:1]([O:3][P:4]([CH:9]([OH:29])[CH2:10][C@@H:11]([OH:28])[C@@H:12]([OH:27])[C@@H:13]([OH:26])[CH2:14][N:15]([O:18]CC1C=CC=CC=1)[CH:16]=[O:17])(=[O:8])[O:5][CH2:6][CH3:7])[CH3:2].CC1C=C2N=C3C(=NC(NC3=O)=O)N(C[C@H](O)[C@H](O)[C@H](O)CO)C2=CC=1C, predict the reaction product. The product is: [CH2:1]([O:3][P:4]([CH:9]([OH:29])[CH2:10][C@@H:11]([OH:28])[C@@H:12]([OH:27])[C@@H:13]([OH:26])[CH2:14][N:15]([CH:16]=[O:17])[OH:18])(=[O:8])[O:5][CH2:6][CH3:7])[CH3:2]. (2) Given the reactants C=C[CH2:3][CH2:4]/[CH:5]=[CH:6]\[CH:7]=[CH:8]/[CH2:9][CH2:10][CH2:11][CH2:12][CH2:13][CH2:14][CH2:15][CH2:16][C@@H:17]1[O:21][C@H:20]([C@H:22]2[O:27][O:26][C@H:25]([CH2:28][C:29]([OH:31])=[O:30])[CH2:24][CH2:23]2)[CH2:19][CH2:18]1.[CH2:32]=CCCC/C=C/C=C\CCCCCCCC[C@@H]1O[C@H]([C@@H]2OO[C@H](CC(O)=O)CC2)CC1, predict the reaction product. The product is: [CH3:32][O:31][C:29]([CH2:28][C@H:25]1[O:26][O:27][C@H:22]([C@H:20]2[O:21][C@H:17]([CH2:16][CH2:15][CH2:14][CH2:13][CH2:12][CH2:11]/[CH:10]=[CH:9]\[CH:8]=[CH:7]/[CH2:6][CH2:5][CH:4]=[CH2:3])[CH2:18][CH2:19]2)[CH2:23][CH2:24]1)=[O:30]. (3) The product is: [C:18]1([CH:13]([CH:9]2[CH2:10][CH2:11][CH2:12][NH:8]2)[C:14]([O:16][CH3:17])=[O:15])[CH:19]=[CH:20][CH:21]=[CH:22][CH:23]=1. Given the reactants C([N:8]1[CH2:12][CH2:11][CH2:10][C:9]1=[C:13]([C:18]1[CH:23]=[CH:22][CH:21]=[CH:20][CH:19]=1)[C:14]([O:16][CH3:17])=[O:15])C1C=CC=CC=1.[H][H], predict the reaction product. (4) Given the reactants CCCC[N+](CCCC)(CCCC)CCCC.[F-].[CH3:19][O:20][C@:21]1([C:39]2[CH:48]=[CH:47][C:46]3[C:41](=[CH:42][C:43]([CH:49]=[CH2:50])=[CH:44][CH:45]=3)[CH:40]=2)[CH2:25][N:24](C(OCC[Si](C)(C)C)=O)[C@H:23]([C:35]([O:37][CH3:38])=[O:36])[CH2:22]1, predict the reaction product. The product is: [CH3:19][O:20][C@:21]1([C:39]2[CH:48]=[CH:47][C:46]3[C:41](=[CH:42][C:43]([CH:49]=[CH2:50])=[CH:44][CH:45]=3)[CH:40]=2)[CH2:25][NH:24][C@H:23]([C:35]([O:37][CH3:38])=[O:36])[CH2:22]1. (5) Given the reactants [Cl:1][C:2]1[N:3]=[C:4]2[CH:12]=[C:11]([I:13])[CH:10]=[N:9][C:5]2=[N:6][C:7]=1Cl.[CH3:14][N:15]1[CH2:20][CH2:19][NH:18][CH2:17][CH2:16]1, predict the reaction product. The product is: [Cl:1][C:2]1[N:3]=[C:4]2[CH:12]=[C:11]([I:13])[CH:10]=[N:9][C:5]2=[N:6][C:7]=1[N:18]1[CH2:19][CH2:20][N:15]([CH3:14])[CH2:16][CH2:17]1.